Dataset: Reaction yield outcomes from USPTO patents with 853,638 reactions. Task: Predict the reaction yield, written as a fraction of the theoretical maximum amount of product (1.0 means a 100% yield; for example, 0.34 means a 34% yield). The reactants are [C:1]([NH:5][S:6]([C:9]1[CH:10]=[C:11]([C:16]2[C:21]([C:22]([F:25])([F:24])[F:23])=[CH:20][C:19]([N:26]=[C:27]=[S:28])=[CH:18][C:17]=2[Cl:29])[CH:12]=[CH:13][C:14]=1[CH3:15])(=[O:8])=[O:7])([CH3:4])([CH3:3])[CH3:2].[N:30]#[C:31][NH2:32].[Na].[CH3:34]O.CI. The catalyst is C(COC)OC. The product is [C:1]([NH:5][S:6]([C:9]1[CH:10]=[C:11]([C:16]2[C:21]([C:22]([F:24])([F:25])[F:23])=[CH:20][C:19]([N:26]([NH:30][C:31]#[N:32])[CH2:27][S:28][CH3:34])=[CH:18][C:17]=2[Cl:29])[CH:12]=[CH:13][C:14]=1[CH3:15])(=[O:7])=[O:8])([CH3:4])([CH3:2])[CH3:3]. The yield is 0.790.